Dataset: Peptide-MHC class I binding affinity with 185,985 pairs from IEDB/IMGT. Task: Regression. Given a peptide amino acid sequence and an MHC pseudo amino acid sequence, predict their binding affinity value. This is MHC class I binding data. (1) The peptide sequence is YFYYNAFHW. The MHC is HLA-C07:02 with pseudo-sequence HLA-C07:02. The binding affinity (normalized) is 0.295. (2) The peptide sequence is FMKVKFEAL. The MHC is HLA-A02:03 with pseudo-sequence HLA-A02:03. The binding affinity (normalized) is 0.686. (3) The peptide sequence is YMLMGFQLK. The MHC is HLA-A69:01 with pseudo-sequence HLA-A69:01. The binding affinity (normalized) is 0.0847. (4) The peptide sequence is SWKQSKMWR. The MHC is HLA-A26:03 with pseudo-sequence HLA-A26:03. The binding affinity (normalized) is 0.0847. (5) The peptide sequence is QIGGEAIFLI. The MHC is HLA-A68:02 with pseudo-sequence HLA-A68:02. The binding affinity (normalized) is 0.